Dataset: Catalyst prediction with 721,799 reactions and 888 catalyst types from USPTO. Task: Predict which catalyst facilitates the given reaction. (1) Reactant: [CH3:1][O:2][C:3]([C:5]1[N:6]=[C:7]([C:36]([F:39])([F:38])[F:37])[N:8]2[CH2:13][CH2:12][N:11]([C:14](=[O:35])[CH2:15][C@H:16]([NH:27]C(OC(C)(C)C)=O)[CH2:17][C:18]3[CH:23]=[C:22]([F:24])[C:21]([F:25])=[CH:20][C:19]=3[F:26])[CH2:10][C:9]=12)=[O:4].[ClH:40]. Product: [ClH:40].[CH3:1][O:2][C:3]([C:5]1[N:6]=[C:7]([C:36]([F:39])([F:37])[F:38])[N:8]2[CH2:13][CH2:12][N:11]([C:14](=[O:35])[CH2:15][C@H:16]([NH2:27])[CH2:17][C:18]3[CH:23]=[C:22]([F:24])[C:21]([F:25])=[CH:20][C:19]=3[F:26])[CH2:10][C:9]=12)=[O:4]. The catalyst class is: 13. (2) Reactant: [CH:1](=[O:9])[CH2:2][CH2:3][CH2:4][CH2:5][CH2:6][CH2:7][CH3:8].[CH2:10]([Mg]Br)[CH:11]=[CH2:12]. Product: [CH2:10]=[CH:11][CH2:12][CH:1]([OH:9])[CH2:2][CH2:3][CH2:4][CH2:5][CH2:6][CH2:7][CH3:8]. The catalyst class is: 28. (3) Reactant: [CH3:1][O:2][C:3]1[CH:4]=[C:5]([CH:10]=[CH:11][C:12]=1[C:13]1[O:17][C:16]([CH3:18])=[N:15][CH:14]=1)[C:6]([O:8]C)=[O:7].[OH-].[Na+].Cl. Product: [CH3:1][O:2][C:3]1[CH:4]=[C:5]([CH:10]=[CH:11][C:12]=1[C:13]1[O:17][C:16]([CH3:18])=[N:15][CH:14]=1)[C:6]([OH:8])=[O:7]. The catalyst class is: 5.